This data is from Full USPTO retrosynthesis dataset with 1.9M reactions from patents (1976-2016). The task is: Predict the reactants needed to synthesize the given product. (1) Given the product [Br:1][C:2]1[CH:3]=[C:4]([NH:9][S:31]([CH:25]2[CH2:30][CH2:29][CH2:28][CH2:27][CH2:26]2)(=[O:33])=[O:32])[C:5]([Cl:8])=[N:6][CH:7]=1, predict the reactants needed to synthesize it. The reactants are: [Br:1][C:2]1[CH:3]=[C:4]([NH2:9])[C:5]([Cl:8])=[N:6][CH:7]=1.C1COCC1.C[Si]([N-][Si](C)(C)C)(C)C.[Na+].[CH:25]1([S:31](Cl)(=[O:33])=[O:32])[CH2:30][CH2:29][CH2:28][CH2:27][CH2:26]1. (2) Given the product [Cl:40][C:24]1[CH:25]=[C:26]([O:29][C:30]2[C:31]3[N:38]([CH3:39])[CH:37]=[CH:36][C:32]=3[N:33]=[CH:34][N:35]=2)[CH:27]=[CH:28][C:23]=1[NH:22][C:20]([NH:19][C:11]1[CH:12]=[C:13]([C:15]([F:16])([F:18])[F:17])[CH:14]=[C:9]([OH:8])[CH:10]=1)=[O:21], predict the reactants needed to synthesize it. The reactants are: C([O:8][C:9]1[CH:10]=[C:11]([NH:19][C:20]([NH:22][C:23]2[CH:28]=[CH:27][C:26]([O:29][C:30]3[C:31]4[N:38]([CH3:39])[CH:37]=[CH:36][C:32]=4[N:33]=[CH:34][N:35]=3)=[CH:25][C:24]=2[Cl:40])=[O:21])[CH:12]=[C:13]([C:15]([F:18])([F:17])[F:16])[CH:14]=1)C1C=CC=CC=1.C1CC=CCC=1. (3) Given the product [CH2:4]([NH:6][C:7]([NH:8][C:9]1[N:14]=[CH:13][C:12]([C:15]2[C:16]([O:25][CH2:26][CH2:27][N:28]3[CH2:29][CH2:30][N:31]([CH3:34])[CH2:32][CH2:33]3)=[N:17][CH:18]=[C:19]([C:21]([NH:2][NH2:3])=[O:23])[CH:20]=2)=[C:11]([C:35]2[S:36][CH:37]=[C:38]([C:40]([F:42])([F:43])[F:41])[N:39]=2)[CH:10]=1)=[O:44])[CH3:5], predict the reactants needed to synthesize it. The reactants are: O.[NH2:2][NH2:3].[CH2:4]([NH:6][C:7](=[O:44])[NH:8][C:9]1[N:14]=[CH:13][C:12]([C:15]2[C:16]([O:25][CH2:26][CH2:27][N:28]3[CH2:33][CH2:32][N:31]([CH3:34])[CH2:30][CH2:29]3)=[N:17][CH:18]=[C:19]([C:21]([O:23]C)=O)[CH:20]=2)=[C:11]([C:35]2[S:36][CH:37]=[C:38]([C:40]([F:43])([F:42])[F:41])[N:39]=2)[CH:10]=1)[CH3:5].C(NC(=O)NC1N=CC(C2C(OCCN3CCN(C)CC3)=NC=C(C(OCCN3CCN(C)CC3)=O)C=2)=C(C2SC=C(C(F)(F)F)N=2)C=1)C. (4) The reactants are: [CH2:1]([S:5][C:6]1[C:15]2[C:10](=[CH:11][CH:12]=[C:13]([CH:16]=O)[CH:14]=2)[N:9]=[CH:8][C:7]=1[C:18]#[N:19])[CH2:2][CH2:3][CH3:4].COC1C=CC(/C=[C:35]2/[C:36]([NH:38][C:39]([S:41]/2)=[NH:40])=[O:37])=CC=1OC1CCCC1.C([O-])(=O)C.[Na+]. Given the product [NH2:40][C:39]1[S:41]/[C:35](=[CH:16]\[C:13]2[CH:14]=[C:15]3[C:10](=[CH:11][CH:12]=2)[N:9]=[CH:8][C:7]([C:18]#[N:19])=[C:6]3[S:5][CH2:1][CH2:2][CH2:3][CH3:4])/[C:36](=[O:37])[N:38]=1, predict the reactants needed to synthesize it. (5) Given the product [CH3:1][S:2]([N:5]1[CH2:6][CH2:7][N:8]([CH2:11][CH2:12][C:13]2[N:14]=[CH:15][C:16]([NH2:19])=[CH:17][CH:18]=2)[CH2:9][CH2:10]1)(=[O:4])=[O:3], predict the reactants needed to synthesize it. The reactants are: [CH3:1][S:2]([N:5]1[CH2:10][CH2:9][N:8]([CH2:11][CH2:12][C:13]2[CH:18]=[CH:17][C:16]([N+:19]([O-])=O)=[CH:15][N:14]=2)[CH2:7][CH2:6]1)(=[O:4])=[O:3]. (6) Given the product [CH:10]1([CH:8]([C:4]2[CH:5]=[CH:6][CH:7]=[C:2]([C:20]([OH:21])([CH3:22])[CH3:19])[C:3]=2[OH:13])[CH3:9])[CH2:12][CH2:11]1, predict the reactants needed to synthesize it. The reactants are: Br[C:2]1[CH:7]=[CH:6][CH:5]=[C:4]([CH:8]([CH:10]2[CH2:12][CH2:11]2)[CH3:9])[C:3]=1[OH:13].[Li+].CCC[CH2-].[CH3:19][C:20]([CH3:22])=[O:21]. (7) Given the product [CH2:1]([O:3][C:4](=[O:10])[CH:5]([CH2:12][C:13]1[CH:18]=[CH:17][C:16]([C:19](=[O:24])[C:20]([CH3:22])([CH3:21])[CH3:23])=[CH:15][CH:14]=1)[C:6](=[O:9])[CH2:7][CH3:8])[CH3:2], predict the reactants needed to synthesize it. The reactants are: [CH2:1]([O:3][C:4](=[O:10])[CH2:5][C:6](=[O:9])[CH2:7][CH3:8])[CH3:2].Br[CH2:12][C:13]1[CH:18]=[CH:17][C:16]([C:19](=[O:24])[C:20]([CH3:23])([CH3:22])[CH3:21])=[CH:15][CH:14]=1. (8) Given the product [Cl:15][C:16]1[C:17]2[C:24]([I:25])=[CH:23][N:22]([CH:35]3[CH2:34][N:33]([C:26]([O:28][C:29]([CH3:32])([CH3:31])[CH3:30])=[O:27])[CH2:36]3)[C:18]=2[N:19]=[CH:20][N:21]=1, predict the reactants needed to synthesize it. The reactants are: CC(OC(/N=N/C(OC(C)C)=O)=O)C.[Cl:15][C:16]1[C:17]2[C:24]([I:25])=[CH:23][NH:22][C:18]=2[N:19]=[CH:20][N:21]=1.[C:26]([N:33]1[CH2:36][CH:35](O)[CH2:34]1)([O:28][C:29]([CH3:32])([CH3:31])[CH3:30])=[O:27].C1(P(C2C=CC=CC=2)C2C=CC=CC=2)C=CC=CC=1. (9) Given the product [C:10]([C:2]1[CH:6]=[CH:5][O:4][N:3]=1)#[N:11].[SiH3:7][O:8][SiH3:9], predict the reactants needed to synthesize it. The reactants are: I[C:2]1[CH:6]=[CH:5][O:4][N:3]=1.[SiH3:7][O:8][SiH3:9].[CH3:10][N:11](C=O)C. (10) Given the product [CH:1]1[C:7](=[O:8])[NH:6][C:4](=[O:5])[N:3]([C@@H:9]2[O:13][C@H:12]([CH2:14][O:15][P:16]([O:19][P:20]([O:22][CH:30]3[O:37][C@H:36]([CH2:38][OH:39])[C@H:34]([OH:35])[C@H:32]([OH:33])[C@H:29]3[NH2:26])([OH:23])=[O:21])([OH:18])=[O:17])[C@@H:11]([OH:24])[C@H:10]2[OH:25])[CH:2]=1, predict the reactants needed to synthesize it. The reactants are: [CH:1]1[C:7](=[O:8])[NH:6][C:4](=[O:5])[N:3]([C@@H:9]2[O:13][C@H:12]([CH2:14][O:15][P:16]([O:19][P:20]([OH:23])([OH:22])=[O:21])([OH:18])=[O:17])[C@@H:11]([OH:24])[C@H:10]2[OH:25])[CH:2]=1.[N:26]([C@H:29]([C@H:32]([C@H:34]([C@@H:36]([CH2:38][OH:39])[OH:37])[OH:35])[OH:33])[CH:30]=O)=[N+]=[N-].